From a dataset of Full USPTO retrosynthesis dataset with 1.9M reactions from patents (1976-2016). Predict the reactants needed to synthesize the given product. (1) Given the product [N:2]1([C:8]([C:10]2[CH:11]=[C:12]3[C:17](=[C:18]([CH:20]4[CH2:24][CH2:23][CH2:22][NH:21]4)[CH:19]=2)[O:16][C:15]([N:32]2[CH2:33][CH2:34][O:35][CH2:36][CH2:37]2)=[CH:14][C:13]3=[O:38])=[O:9])[CH2:7][CH2:6][O:5][CH2:4][CH2:3]1, predict the reactants needed to synthesize it. The reactants are: Cl.[N:2]1([C:8]([C:10]2[CH:11]=[C:12]3[C:17](=[C:18]([CH:20]4[CH2:24][CH2:23][CH2:22][N:21]4C(OC(C)(C)C)=O)[CH:19]=2)[O:16][C:15]([N:32]2[CH2:37][CH2:36][O:35][CH2:34][CH2:33]2)=[CH:14][C:13]3=[O:38])=[O:9])[CH2:7][CH2:6][O:5][CH2:4][CH2:3]1. (2) Given the product [CH3:41][O:40][C:38]([NH:1][C:2]1[CH:7]=[CH:6][C:5]([C:8]2[CH:9]=[CH:10][C:11]([C:14]3[S:18][C:17]([C@@:19]4([CH2:27][C:28]([O:30][CH2:31][CH2:32][Si:33]([CH3:35])([CH3:34])[CH3:36])=[O:29])[CH2:24][CH2:23][CH2:22][CH2:21][S:20]4(=[O:25])=[O:26])=[CH:16][CH:15]=3)=[CH:12][CH:13]=2)=[CH:4][CH:3]=1)=[O:39], predict the reactants needed to synthesize it. The reactants are: [NH2:1][C:2]1[CH:7]=[CH:6][C:5]([C:8]2[CH:13]=[CH:12][C:11]([C:14]3[S:18][C:17]([C@@:19]4([CH2:27][C:28]([O:30][CH2:31][CH2:32][Si:33]([CH3:36])([CH3:35])[CH3:34])=[O:29])[CH2:24][CH2:23][CH2:22][CH2:21][S:20]4(=[O:26])=[O:25])=[CH:16][CH:15]=3)=[CH:10][CH:9]=2)=[CH:4][CH:3]=1.Cl[C:38]([O:40][CH3:41])=[O:39].